The task is: Predict the product of the given reaction.. This data is from Forward reaction prediction with 1.9M reactions from USPTO patents (1976-2016). (1) Given the reactants CS([O:5][C:6]1[CH:11]=[C:10]([CH2:12][CH2:13][CH3:14])[CH:9]=[CH:8][C:7]=1[O:15][C:16]1[CH:17]=[N:18][C:19]([NH:22][S:23]([CH3:26])(=[O:25])=[O:24])=[CH:20][CH:21]=1)(=O)=O.[OH-].[K+], predict the reaction product. The product is: [OH:5][C:6]1[CH:11]=[C:10]([CH2:12][CH2:13][CH3:14])[CH:9]=[CH:8][C:7]=1[O:15][C:16]1[CH:21]=[CH:20][C:19]([NH:22][S:23]([CH3:26])(=[O:24])=[O:25])=[N:18][CH:17]=1. (2) The product is: [Cl:32][C:7]1[N:6]2[N:13]=[CH:14][N:15]=[C:5]2[C:4]2[CH:3]=[C:2]([Cl:1])[CH:11]=[N:10][C:9]=2[N:8]=1. Given the reactants [Cl:1][C:2]1[CH:11]=[N:10][C:9]2[NH:8][C:7](=O)[N:6]3[N:13]=[CH:14][N:15]=[C:5]3[C:4]=2[CH:3]=1.CCN(C(C)C)C(C)C.C([O-])(O)=O.[Na+].O=P(Cl)(Cl)[Cl:32], predict the reaction product.